This data is from Forward reaction prediction with 1.9M reactions from USPTO patents (1976-2016). The task is: Predict the product of the given reaction. (1) Given the reactants [N:1]1[C:10]2[C:5](=[CH:6][CH:7]=[CH:8][CH:9]=2)[CH:4]=[CH:3][C:2]=1[NH:11][CH2:12][CH2:13][CH2:14][NH2:15].C[C:17]([C:19]1[C:27]2[C:22](=[CH:23][CH:24]=[CH:25][CH:26]=2)[S:21][CH:20]=1)=O, predict the reaction product. The product is: [S:21]1[CH:20]=[C:19]([CH2:17][NH:15][CH2:14][CH2:13][CH2:12][NH:11][C:2]2[CH:3]=[CH:4][C:5]3[C:10](=[CH:9][CH:8]=[CH:7][CH:6]=3)[N:1]=2)[C:27]2[CH:26]=[CH:25][CH:24]=[CH:23][C:22]1=2. (2) Given the reactants [H-].[Na+].[NH:3]1[CH:7]=[CH:6][C:5]([CH:8]=[O:9])=[CH:4]1.[C:10]([C:14]1[N:18]([CH2:19][CH:20]2[CH2:25][CH2:24][O:23][CH2:22][CH2:21]2)[C:17]2[CH:26]=[CH:27][C:28]([S:30](Cl)(=[O:32])=[O:31])=[CH:29][C:16]=2[N:15]=1)([CH3:13])([CH3:12])[CH3:11], predict the reaction product. The product is: [C:10]([C:14]1[N:18]([CH2:19][CH:20]2[CH2:21][CH2:22][O:23][CH2:24][CH2:25]2)[C:17]2[CH:26]=[CH:27][C:28]([S:30]([N:3]3[CH:7]=[CH:6][C:5]([CH:8]=[O:9])=[CH:4]3)(=[O:31])=[O:32])=[CH:29][C:16]=2[N:15]=1)([CH3:13])([CH3:11])[CH3:12].